This data is from Reaction yield outcomes from USPTO patents with 853,638 reactions. The task is: Predict the reaction yield, written as a fraction of the theoretical maximum amount of product (1.0 means a 100% yield; for example, 0.34 means a 34% yield). (1) The reactants are [CH3:1][N:2]1[CH2:7][CH2:6][NH:5][CH2:4][CH2:3]1.[Br:8][C:9]1[O:13][C:12]([CH:14]=O)=[CH:11][CH:10]=1.C(O[BH-](OC(=O)C)OC(=O)C)(=O)C.[Na+].C([O-])([O-])=O.[Na+].[Na+]. The catalyst is C(Cl)Cl. The product is [Br:8][C:9]1[O:13][C:12]([CH2:14][N:5]2[CH2:6][CH2:7][N:2]([CH3:1])[CH2:3][CH2:4]2)=[CH:11][CH:10]=1. The yield is 0.500. (2) The reactants are [I:1][C:2]1[CH:7]=[CH:6][C:5]([NH:8][C:9]([CH:11]([CH:15]([CH3:17])[CH3:16])[C:12]([OH:14])=[O:13])=[O:10])=[CH:4][CH:3]=1.[CH3:18]OC(OC)(C)C. The catalyst is Cl. The product is [CH3:18][O:13][C:12](=[O:14])[CH:11]([C:9](=[O:10])[NH:8][C:5]1[CH:4]=[CH:3][C:2]([I:1])=[CH:7][CH:6]=1)[CH:15]([CH3:17])[CH3:16]. The yield is 0.990.